Dataset: Peptide-MHC class I binding affinity with 185,985 pairs from IEDB/IMGT. Task: Regression. Given a peptide amino acid sequence and an MHC pseudo amino acid sequence, predict their binding affinity value. This is MHC class I binding data. (1) The peptide sequence is MLMAASRAL. The MHC is HLA-A02:01 with pseudo-sequence HLA-A02:01. The binding affinity (normalized) is 0.936. (2) The peptide sequence is EVATRFNTM. The MHC is HLA-B39:01 with pseudo-sequence HLA-B39:01. The binding affinity (normalized) is 0.0847. (3) The peptide sequence is LLRRYQQL. The MHC is H-2-Kb with pseudo-sequence H-2-Kb. The binding affinity (normalized) is 0.365.